Dataset: Experimentally validated miRNA-target interactions with 360,000+ pairs, plus equal number of negative samples. Task: Binary Classification. Given a miRNA mature sequence and a target amino acid sequence, predict their likelihood of interaction. (1) The miRNA is mmu-miR-29b-3p with sequence UAGCACCAUUUGAAAUCAGUGUU. The protein sequence of the target gene is MEAGGDNAVPAPGGVEDLVDTQFPREEAGDSERVHASTLDPGDGDPEDTGSKDQPSSLLSPLPQTEAASSTCEHWETAAASDSSPPGEPESNSEGQGEDPDDGGDPSDEDWRSQRKHVFVLSEAGKPIYSRYGSVEALSATMGVMTALVSFVQSAGDAIRAIYAEDHKLVFLQQGPLLLVAVSRTPQSAAQLRGELLAVHAQIVSTLTRASVARIFAHKQNYDLRRLLAGSERTLDRLLDSVEQDPGALLLGAVRCVPLARPLRDALGTLLRRCTAPGLALSVLAVGGRLITVAQERNVL.... Result: 0 (no interaction). (2) The miRNA is hsa-miR-4681 with sequence AACGGGAAUGCAGGCUGUAUCU. Result: 0 (no interaction). The protein sequence of the target gene is MQKILQTDDITDNQVLRKRKRKRTETANSENANSALEKAQRDPYSGNAFLPGESSSDEETPLMELSKEELCNKIESLKEKLRSIRKENSRLRQSLVMLQVLPQAVTQFEELVGMAETLLKSGGAVSTPASTLWRATNNSSPDSFASLCSNSNSTSSSPSSVKAEEEQHPGEKQFTIERWQIARCNKSKPQKFINDLMQVLYTNEYMATHSLTGAKSSTSRDKVVKPAMNQNEVQEIIGVTKQVFPSADDVSIRRMIGQKLNNCTKKPNASKAPNSQDGILK. (3) The miRNA is mmu-miR-540-3p with sequence AGGUCAGAGGUCGAUCCUGG. The protein sequence of the target gene is MEFPEHGVRLLGRLRQQRELGFLCDCTVLVGDARFPAHRAVLAACSVYFHLFYRDQPASSRDTVRLNGDIVTVPAFSRLLDFMYEGRLDLHNLPVEDVLAAASYLHMYDIVKVCKGRLRKKDPDLETRTLGTELPGQPPHPLPSWSPAFCQAAPKAKHPSLGVKATHPLPTFGPPSWQVAEQSSGALDLSLKPSPRPEQVHPPCRLQTSLCSSVQQVAQPLVKAEQDSFSEQDSSSPQSADRSPPPVCASAAQGLAVDLEPLHIEGTGSQQLGLPAEPVLDSEELGPSRHLCICPLCCKL.... Result: 0 (no interaction). (4) The miRNA is hsa-miR-4728-5p with sequence UGGGAGGGGAGAGGCAGCAAGCA. The protein sequence of the target gene is MSGSFYFVIVGHHDNPVFEMEFLPAGKAESKDDHRHLNQFIAHAALDLVDENMWLSNNMYLKTVDKFNEWFVSAFVTAGHMRFIMLHDIRQEDGIKNFFTDVYDLYIKFSMNPFYEPNSPIRSSAFDRKVQFLGKKHLLS. Result: 1 (interaction). (5) The miRNA is hsa-miR-4503 with sequence UUUAAGCAGGAAAUAGAAUUUA. The protein sequence of the target gene is MGRKVTVATCALNQWALDFEGNLQRILKSIEIAKNRGARYRLGPELEICGYGCWDHYYESDTLLHSFQVLAALVESPVTQDIICDVGMPVMHRNVRYNCRVIFLNRKILLIRPKMALANEGNYRELRWFTPWSRSRHTEEYFLPRMIQDLTKQETVPFGDAVLVTWDTCIGSEICEELWTPHSPHIDMGLDGVEIITNASGSHQVLRKANTRVDLVTMVTSKNGGIYLLANQKGCDGDRLYYDGCAMIAMNGSVFAQGSQFSLDDVEVLTATLDLEDVRSYRAEISSRNLAASRASPYPR.... Result: 1 (interaction). (6) The miRNA is hsa-miR-586 with sequence UAUGCAUUGUAUUUUUAGGUCC. The protein sequence of the target gene is MFSWLGTDDRRRKDPEVFQTVSEGLKKLYKSKLLPLEEHYRFHEFHSPALEDADFDNKPMVLLVGQYSTGKTTFIRYLLEQDFPGMRIGPEPTTDSFIAVMQGDMEGIIPGNALVVDPKKPFRKLNAFGNAFLNRFVCAQLPNPVLESISVIDTPGILSGEKQRISRGYDFAAVLEWFAERVDRIILLFDAHKLDISDEFSEVIKALKNHEDKMRVVLNKADQIETQQLMRVYGALMWSLGKIVNTPEVIRVYIGSFWSHPLLIPDNRKLFEAEEQDLFRDIQSLPRNAALRKLNDLIKR.... Result: 1 (interaction). (7) The miRNA is hsa-miR-4282 with sequence UAAAAUUUGCAUCCAGGA. The protein sequence of the target gene is MSCKKRKSQISFNPRKNKKIKDYFSQVPKEEQNDPNTVKVDSKKMPRDITNTRDQRPLSPRKTRQDQTPPLNKKITVTLGVNSRKHKNMKYELTCRETSSLYAALNTLSAVREEVESQKGREMLVCGKEGIEGYLNLGMPVCCIPEGSHVVITFCQCKSKTQENKQFFESQDQASTNYVRFCIHAVGSKRKKILKCGELQKEGNKLCVYGFKGETIRDTLRKDGRFCTFIESDDWKLINDLDTIIENTQPVDELEGKLFQVAAELPKNPRVVSVTQNSGSENRNFHKLEEYIVNEYTTLK.... Result: 0 (no interaction). (8) The miRNA is hsa-miR-6130 with sequence UGAGGGAGUGGAUUGUAUG. The protein sequence of the target gene is MSAAVACLDYFAAECLVSMSAGAVVHRRPPDPEGAGGAAGSEVGAAPPESALPGPGPPGPASVPQLPQVPAPSPGAGGAAPHLLAASVWADLRGSSGEGSWENSGEAPRASSGFSDPIPCSVQTPCSELAPASGAAAVCAPESSSDAPAVPSAPAAPGAPAASGGFSGGALGAGPAPAADQAPRRRSVTPAAKRHQCPFPGCTKAYYKSSHLKSHQRTHTGERPFSCDWLDCDKKFTRSDELARHYRTHTGEKRFSCPLCPKQFSRSDHLTKHARRHPTYHPDMIEYRGRRRTPRIDPPL.... Result: 0 (no interaction). (9) The miRNA is hsa-miR-4755-5p with sequence UUUCCCUUCAGAGCCUGGCUUU. The protein sequence of the target gene is MSPDVPLLNDYKQDFFLKRFPQTVLGGPRFKLGYCAPPYIYVNQIILFLMPWVWGGVGTLLYQLGILKDYYTAALSGGLMLFTAFVIQFTSLYAKNKSTTVERILTTDILAEEDEHEFTSCTGAETVKFLIPGKKYVANTVFHSILAGLACGLGTWYLLPNRITLLYGSTGGTALLFFFGWMTLCIAEYSLIVNTATETATFQTQDTYEIIPLMRPLYIFFFVSVDLAHRFVVNMPALEHMNQILHILFVFLPFLWALGTLPPPDALLLWAMEQVLEFGLGGSSMSTHLRLLVMFIMSAG.... Result: 0 (no interaction).